From a dataset of Blood-brain barrier permeability classification from the B3DB database. Regression/Classification. Given a drug SMILES string, predict its absorption, distribution, metabolism, or excretion properties. Task type varies by dataset: regression for continuous measurements (e.g., permeability, clearance, half-life) or binary classification for categorical outcomes (e.g., BBB penetration, CYP inhibition). Dataset: b3db_classification. (1) The drug is CC1(C)S[C@@H]2[C@H](NC(=O)C34CC5CC(CC(N)(C5)C3)C4)C(=O)N2[C@H]1C(=O)O. The result is 0 (does not penetrate BBB). (2) The result is 1 (penetrates BBB). The drug is FC(F)(F)c1ccc(N2CCNCC2)nc1Cl. (3) The result is 1 (penetrates BBB). The drug is COc1ccc(CCCNC(=O)CSCc2cccc(Cl)c2)cc1. (4) The drug is CC(=O)Nc1ccc(OC(=O)c2ccccc2O)cc1. The result is 1 (penetrates BBB). (5) The molecule is CN1c2ccc(Cl)cc2C(c2ccccc2Cl)=NC[C@H]1CO. The result is 1 (penetrates BBB).